Dataset: Reaction yield outcomes from USPTO patents with 853,638 reactions. Task: Predict the reaction yield, written as a fraction of the theoretical maximum amount of product (1.0 means a 100% yield; for example, 0.34 means a 34% yield). (1) The reactants are [F:1][C:2]([CH3:28])([CH3:27])[CH2:3][N:4]1[CH2:9][CH2:8][CH:7]([CH2:10][O:11][C:12]2[N:17]=[N:16][C:15]([C:18]3[CH:26]=[CH:25][C:21]([C:22](O)=[O:23])=[CH:20][CH:19]=3)=[CH:14][CH:13]=2)[CH2:6][CH2:5]1.C(Cl)CCl.C1C=CC2N(O)N=NC=2C=1.CCN(C(C)C)C(C)C.[NH:52]1[CH2:56][CH2:55][CH2:54][C@H:53]1[C:57]([NH2:59])=[O:58]. The catalyst is CN(C=O)C.O. The product is [F:1][C:2]([CH3:27])([CH3:28])[CH2:3][N:4]1[CH2:9][CH2:8][CH:7]([CH2:10][O:11][C:12]2[N:17]=[N:16][C:15]([C:18]3[CH:19]=[CH:20][C:21]([C:22]([N:52]4[CH2:56][CH2:55][CH2:54][C@H:53]4[C:57]([NH2:59])=[O:58])=[O:23])=[CH:25][CH:26]=3)=[CH:14][CH:13]=2)[CH2:6][CH2:5]1. The yield is 0.0500. (2) The reactants are [C:1]([NH:5][C:6]1[C:15]([CH3:16])=[N:14][C:13]2[C:8](=[C:9](B3OC(C)(C)C(C)(C)O3)[CH:10]=[CH:11][CH:12]=2)[N:7]=1)([CH3:4])([CH3:3])[CH3:2].Br[C:27]1[NH:36][C:35]2[CH2:34][CH2:33][CH2:32][NH:31][C:30](=[O:37])[C:29]=2[CH:28]=1.CC(C1C=C(C(C)C)C(C2C=CC=CC=2P(C2CCCCC2)C2CCCCC2)=C(C(C)C)C=1)C.CO.C(Cl)Cl. The catalyst is O1CCOCC1.O.C(Cl)Cl.C1C=CC(/C=C/C(/C=C/C2C=CC=CC=2)=O)=CC=1.C1C=CC(/C=C/C(/C=C/C2C=CC=CC=2)=O)=CC=1.C1C=CC(/C=C/C(/C=C/C2C=CC=CC=2)=O)=CC=1.[Pd].[Pd]. The product is [C:1]([NH:5][C:6]1[C:15]([CH3:16])=[N:14][C:13]2[C:8]([N:7]=1)=[C:9]([C:27]1[NH:36][C:35]3[CH2:34][CH2:33][CH2:32][NH:31][C:30](=[O:37])[C:29]=3[CH:28]=1)[CH:10]=[CH:11][CH:12]=2)([CH3:2])([CH3:3])[CH3:4]. The yield is 0.960. (3) The yield is 0.970. The catalyst is Br.C(O)(=O)C. The reactants are C([O:8][C:9]1[CH:14]=[CH:13][C:12]([N:15]2[C:19]([CH3:20])=[C:18]([C:21]([NH:23][C:24]3[CH:29]=[CH:28][C:27]([CH3:30])=[CH:26][N:25]=3)=[O:22])[N:17]=[C:16]2[C:31]2[CH:36]=[CH:35][C:34]([Cl:37])=[CH:33][C:32]=2[Cl:38])=[CH:11][CH:10]=1)C1C=CC=CC=1.C(O)C. The product is [Cl:38][C:32]1[CH:33]=[C:34]([Cl:37])[CH:35]=[CH:36][C:31]=1[C:16]1[N:15]([C:12]2[CH:11]=[CH:10][C:9]([OH:8])=[CH:14][CH:13]=2)[C:19]([CH3:20])=[C:18]([C:21]([NH:23][C:24]2[CH:29]=[CH:28][C:27]([CH3:30])=[CH:26][N:25]=2)=[O:22])[N:17]=1. (4) The reactants are [CH3:1][O:2][C:3](=[O:11])[CH2:4][CH2:5][S:6][CH2:7][C:8]([OH:10])=O.C(Cl)(=O)C(Cl)=O.[NH2:18][C:19]1[CH:26]=[CH:25][C:22]([CH2:23][OH:24])=[CH:21][CH:20]=1.C(N(CC)CC)C. The catalyst is C(Cl)Cl.CN(C=O)C.C1COCC1. The product is [OH:24][CH2:23][C:22]1[CH:25]=[CH:26][C:19]([NH:18][C:8](=[O:10])[CH2:7][S:6][CH2:5][CH2:4][C:3]([O:2][CH3:1])=[O:11])=[CH:20][CH:21]=1. The yield is 0.250.